This data is from Full USPTO retrosynthesis dataset with 1.9M reactions from patents (1976-2016). The task is: Predict the reactants needed to synthesize the given product. (1) The reactants are: C[O:2][C:3](=[O:19])[CH:4]([C:11]1[CH:16]=[CH:15][C:14]([S:17][CH3:18])=[CH:13][CH:12]=1)[CH2:5][C@H:6]1[CH2:10][CH2:9][CH2:8][O:7]1.[OH-].[Li+]. Given the product [CH3:18][S:17][C:14]1[CH:13]=[CH:12][C:11]([CH:4]([CH2:5][C@H:6]2[CH2:10][CH2:9][CH2:8][O:7]2)[C:3]([OH:19])=[O:2])=[CH:16][CH:15]=1, predict the reactants needed to synthesize it. (2) Given the product [OH:15][CH2:16][CH2:17][O:5][C:6]1[CH:7]=[C:8]([CH:11]=[CH:12][CH:13]=1)[CH:9]=[O:10], predict the reactants needed to synthesize it. The reactants are: CS(C)=O.[OH:5][C:6]1[CH:7]=[C:8]([CH:11]=[CH:12][CH:13]=1)[CH:9]=[O:10].C1(=O)O[CH2:17][CH2:16][O:15]1.C(=O)([O-])[O-].[K+].[K+]. (3) Given the product [Br:16][C:13]1[CH:14]=[CH:15][C:10]([N:8]2[CH:9]=[C:5]([CH2:4][NH2:1])[N:6]=[CH:7]2)=[N:11][CH:12]=1, predict the reactants needed to synthesize it. The reactants are: [N:1]([CH2:4][C:5]1[N:6]=[CH:7][N:8]([C:10]2[CH:15]=[CH:14][C:13]([Br:16])=[CH:12][N:11]=2)[CH:9]=1)=[N+]=[N-]. (4) The reactants are: [CH:1]([C:3]1[CH:4]=[C:5]([CH:11]=[CH:12][CH:13]=1)[O:6][CH2:7][C:8]([OH:10])=[O:9])=[O:2].[C:14](=O)([O-])[O-].[K+].[K+].CI. Given the product [CH3:14][O:9][C:8](=[O:10])[CH2:7][O:6][C:5]1[CH:11]=[CH:12][CH:13]=[C:3]([CH:1]=[O:2])[CH:4]=1, predict the reactants needed to synthesize it. (5) Given the product [Cl:9][C:10]1[C:15]([N:16]2[CH2:21][CH2:20][N:19]([CH2:22][CH2:23][N:24]([CH3:25])[S:32]([C:30]3[CH:29]=[N:28][N:27]([CH3:26])[CH:31]=3)(=[O:34])=[O:33])[CH2:18][CH2:17]2)=[CH:14][CH:13]=[CH:12][N:11]=1, predict the reactants needed to synthesize it. The reactants are: C(N(CC)CC)C.Cl.[Cl:9][C:10]1[C:15]([N:16]2[CH2:21][CH2:20][N:19]([CH2:22][CH2:23][NH:24][CH3:25])[CH2:18][CH2:17]2)=[CH:14][CH:13]=[CH:12][N:11]=1.[CH3:26][N:27]1[CH:31]=[C:30]([S:32](Cl)(=[O:34])=[O:33])[CH:29]=[N:28]1. (6) Given the product [Br:1][CH2:2][CH2:3][CH2:4][O:5][C:6]1[CH:11]=[CH:10][C:9]([Br:21])=[C:8]([CH2:12][CH3:13])[CH:7]=1, predict the reactants needed to synthesize it. The reactants are: [Br:1][CH2:2][CH2:3][CH2:4][O:5][C:6]1[CH:11]=[CH:10][CH:9]=[C:8]([CH2:12][CH3:13])[CH:7]=1.C1C(=O)N([Br:21])C(=O)C1.O. (7) Given the product [Cl:27][C:22]1[CH:21]=[C:20]([CH:10]2[CH2:9][C:8]([CH2:29][CH3:30])([CH3:28])[C:7]3[N:6]=[C:5]([C:3]([OH:4])=[O:2])[CH:14]=[CH:13][C:12]=3[N:11]2[CH2:15][CH2:16][CH:17]([CH3:18])[CH3:19])[CH:25]=[CH:24][C:23]=1[F:26], predict the reactants needed to synthesize it. The reactants are: C[O:2][C:3]([C:5]1[CH:14]=[CH:13][C:12]2[N:11]([CH2:15][CH2:16][CH:17]([CH3:19])[CH3:18])[CH:10]([C:20]3[CH:25]=[CH:24][C:23]([F:26])=[C:22]([Cl:27])[CH:21]=3)[CH2:9][C:8]([CH2:29][CH3:30])([CH3:28])[C:7]=2[N:6]=1)=[O:4].[OH-].[Na+].